Dataset: Reaction yield outcomes from USPTO patents with 853,638 reactions. Task: Predict the reaction yield, written as a fraction of the theoretical maximum amount of product (1.0 means a 100% yield; for example, 0.34 means a 34% yield). (1) The reactants are [F:1][C:2]1[CH:3]=[C:4]([N:9]2[CH2:13][C@@H:12]([CH2:14][N:15]3C(=O)C4C(=CC=CC=4)C3=O)[O:11][C:10]2=[O:26])[CH:5]=[CH:6][C:7]=1[I:8].O.NN. The catalyst is C(O)C. The product is [NH2:15][CH2:14][C@@H:12]1[O:11][C:10](=[O:26])[N:9]([C:4]2[CH:5]=[CH:6][C:7]([I:8])=[C:2]([F:1])[CH:3]=2)[CH2:13]1. The yield is 0.952. (2) The reactants are [Cl:1][C:2]1[CH:3]=[CH:4][C:5](I)=[C:6]([CH:24]=1)[C:7]([N:9]([CH:21]([CH3:23])[CH3:22])[CH2:10][CH:11]1[CH2:16][CH2:15][CH:14]([C:17]([F:20])([F:19])[F:18])[CH2:13][CH2:12]1)=[O:8].CC(N=NC(C#N)(C)C)(C#N)C.CC(C)([O-])C.[K+].O. The yield is 0.700. The product is [Cl:1][C:2]1[CH:24]=[C:6]2[C:5]([C:21]([CH3:23])([CH3:22])[N:9]([CH2:10][CH:11]3[CH2:16][CH2:15][CH:14]([C:17]([F:20])([F:19])[F:18])[CH2:13][CH2:12]3)[C:7]2=[O:8])=[CH:4][CH:3]=1. The catalyst is C1C=CC=CC=1.